Dataset: Full USPTO retrosynthesis dataset with 1.9M reactions from patents (1976-2016). Task: Predict the reactants needed to synthesize the given product. (1) The reactants are: [Br:1][C:2]1[CH:3]=[CH:4][C:5]([F:9])=[C:6]([CH:8]=1)[NH2:7].[Br:10][CH2:11][CH2:12][CH2:13][C:14](Cl)=[O:15]. Given the product [Br:10][CH2:11][CH2:12][CH2:13][C:14]([NH:7][C:6]1[CH:8]=[C:2]([Br:1])[CH:3]=[CH:4][C:5]=1[F:9])=[O:15], predict the reactants needed to synthesize it. (2) Given the product [CH3:1][O:2][C:3]1[CH:4]=[C:5]2[C:10](=[C:11]([NH2:13])[CH:12]=1)[N:9]=[CH:8][CH:7]=[CH:6]2, predict the reactants needed to synthesize it. The reactants are: [CH3:1][O:2][C:3]1[CH:4]=[C:5]2[C:10](=[C:11]([N+:13]([O-])=O)[CH:12]=1)[N:9]=[CH:8][CH:7]=[CH:6]2. (3) Given the product [CH3:75][N:38]([CH3:37])[CH2:39][CH2:40][N:41]1[CH:45]=[C:44]([C:46]2[CH:51]=[CH:50][C:49]([F:52])=[C:48]([C:53]([F:55])([F:56])[F:54])[CH:47]=2)[N:43]=[C:42]1[CH:57]1[CH2:58][CH2:59][N:60]([C:63]2[N:68]=[CH:67][N:66]=[C:65]([NH2:69])[C:64]=2[CH2:70][CH2:71][O:72][CH2:73][CH3:74])[CH2:61][CH2:62]1, predict the reactants needed to synthesize it. The reactants are: CN(C)CCN1C=C(C2C=CC(F)=C(C(F)(F)F)C=2)N=C1C1CCN(C2N=CN=C(N)C=2CC)CC1.[CH3:37][N:38]([CH3:75])[CH2:39][CH2:40][N:41]1[CH:45]=[C:44]([C:46]2[CH:51]=[CH:50][C:49]([F:52])=[C:48]([C:53]([F:56])([F:55])[F:54])[CH:47]=2)[N:43]=[C:42]1[CH:57]1[CH2:62][CH2:61][N:60]([C:63]2[N:68]=[CH:67][N:66]=[C:65]([NH2:69])[C:64]=2/[CH:70]=[CH:71]/[O:72][CH2:73][CH3:74])[CH2:59][CH2:58]1. (4) Given the product [Br:29][C:20]1[C:13]2[C:14](=[N:15][CH:16]=[C:17]3[C:9]([C:6]4[CH:5]=[CH:4][C:3]([O:2][CH3:1])=[CH:8][CH:7]=4)=[N:10][N:11]([CH3:21])[C:12]3=2)[NH:18][CH:19]=1, predict the reactants needed to synthesize it. The reactants are: [CH3:1][O:2][C:3]1[CH:8]=[CH:7][C:6]([C:9]2[C:17]3[C:12](=[C:13]4[CH:20]=[CH:19][NH:18][C:14]4=[N:15][CH:16]=3)[N:11]([CH3:21])[N:10]=2)=[CH:5][CH:4]=1.C1C(=O)N([Br:29])C(=O)C1. (5) Given the product [F:21][C:2]([F:1])([S:17]([O-:20])(=[O:18])=[O:19])[CH:3]([O:8][C:9](=[O:16])[C:10]1[CH:15]=[CH:14][CH:13]=[CH:12][CH:11]=1)[C:4]([F:5])([F:7])[F:6].[C:42]([O:22][C:23]1[CH:28]=[CH:27][C:26]([S+:29]([C:36]2[CH:37]=[CH:38][CH:39]=[CH:40][CH:41]=2)[C:30]2[CH:35]=[CH:34][CH:33]=[CH:32][CH:31]=2)=[CH:25][CH:24]=1)(=[O:46])[C:43]([CH3:45])=[CH2:44], predict the reactants needed to synthesize it. The reactants are: [F:1][C:2]([F:21])([S:17]([O-:20])(=[O:19])=[O:18])[CH:3]([O:8][C:9](=[O:16])[C:10]1[CH:15]=[CH:14][CH:13]=[CH:12][CH:11]=1)[C:4]([F:7])([F:6])[F:5].[OH:22][C:23]1[CH:28]=[CH:27][C:26]([S+:29]([C:36]2[CH:41]=[CH:40][CH:39]=[CH:38][CH:37]=2)[C:30]2[CH:35]=[CH:34][CH:33]=[CH:32][CH:31]=2)=[CH:25][CH:24]=1.[C:42](Cl)(=[O:46])[C:43]([CH3:45])=[CH2:44].C(N(CC)CC)C.Cl. (6) Given the product [CH3:14][Si:15]([O:19][CH2:20][CH3:21])([O:16][CH2:17][CH3:18])[CH2:3][CH2:2][CH2:1][N:4]1[CH2:9][CH2:8][N:7]([Si:10]([CH3:11])([CH3:13])[CH3:12])[CH2:6][CH2:5]1, predict the reactants needed to synthesize it. The reactants are: [CH2:1]([N:4]1[CH2:9][CH2:8][N:7]([Si:10]([CH3:13])([CH3:12])[CH3:11])[CH2:6][CH2:5]1)[CH:2]=[CH2:3].[CH3:14][SiH:15]([O:19][CH2:20][CH3:21])[O:16][CH2:17][CH3:18].